This data is from Full USPTO retrosynthesis dataset with 1.9M reactions from patents (1976-2016). The task is: Predict the reactants needed to synthesize the given product. (1) Given the product [CH2:1]([C:3]1[CH:4]=[C:5]([C:13]2[CH:18]=[CH:17][CH:16]=[CH:15][C:14]=2[CH2:19][NH:20][S:21]([C:24]2[CH:29]=[CH:28][CH:27]=[CH:26][C:25]=2[O:30][CH3:31])(=[O:23])=[O:22])[CH:6]=[CH:7][CH:8]=1)[CH3:2], predict the reactants needed to synthesize it. The reactants are: [CH2:1]([C:3]1[CH:4]=[C:5](B(O)O)[CH:6]=[CH:7][CH:8]=1)[CH3:2].Br[C:13]1[CH:18]=[CH:17][CH:16]=[CH:15][C:14]=1[CH2:19][NH:20][S:21]([C:24]1[CH:29]=[CH:28][CH:27]=[CH:26][C:25]=1[O:30][CH3:31])(=[O:23])=[O:22].C([O-])([O-])=O.[Na+].[Na+]. (2) Given the product [CH3:19][O:20][C:21](=[O:22])/[CH:23]=[CH:48]\[C:50]1[CH:51]=[CH:52][CH:53]=[C:54]2[C:59]=1[N:58]([C:60]([O:62][C:63]([CH3:66])([CH3:65])[CH3:64])=[O:61])[CH2:57][CH2:56][CH2:55]2, predict the reactants needed to synthesize it. The reactants are: C1OCCOCCOCCOCCOCCOC1.[CH3:19][O:20][C:21]([CH2:23]P(=O)(OCC(F)(F)F)OCC(F)(F)F)=[O:22].C[Si]([N-][Si](C)(C)C)(C)C.[K+].[CH:48]([C:50]1[CH:51]=[CH:52][CH:53]=[C:54]2[C:59]=1[N:58]([C:60]([O:62][C:63]([CH3:66])([CH3:65])[CH3:64])=[O:61])[CH2:57][CH2:56][CH2:55]2)=O. (3) Given the product [OH:39][CH:23]1[CH:22]([NH:21][C:20]([C@@H:15]([NH:14][C:13]([C:43]2[O:42][C:46]3[CH:47]=[CH:48][CH:49]=[CH:50][C:45]=3[CH:44]=2)=[O:41])[CH2:16][CH:17]([CH3:19])[CH3:18])=[O:40])[CH2:38][CH2:37][N:26]2[C:27](=[O:36])[C:28]3[CH:29]=[CH:30][CH:31]=[CH:32][C:33]=3[C:34](=[O:35])[N:25]2[CH2:24]1, predict the reactants needed to synthesize it. The reactants are: Cl.O1CCOCC1.C(O[C:13](=[O:41])[NH:14][C@H:15]([C:20](=[O:40])[NH:21][CH:22]1[CH2:38][CH2:37][N:26]2[C:27](=[O:36])[C:28]3[CH:29]=[CH:30][CH:31]=[CH:32][C:33]=3[C:34](=[O:35])[N:25]2[CH2:24][CH:23]1[OH:39])[CH2:16][CH:17]([CH3:19])[CH3:18])(C)(C)C.[O:42]1[C:46]2[CH:47]=[CH:48][CH:49]=[CH:50][C:45]=2[CH:44]=[C:43]1C(O)=O.ON1C2C=CC=CC=2N=N1.Cl.CN(C)CCCN=C=NCC.C(N(CC)C(C)C)(C)C.